The task is: Predict which catalyst facilitates the given reaction.. This data is from Catalyst prediction with 721,799 reactions and 888 catalyst types from USPTO. The catalyst class is: 2. Product: [OH:28][C:7]1[CH:8]=[C:9]([CH:26]=[CH:27][C:6]=1[NH:5][S:2]([CH3:1])(=[O:3])=[O:4])[C:10]([NH:12][C:13]1[CH:18]=[CH:17][C:16]([OH:19])=[C:15]([NH:21][S:22]([CH3:25])(=[O:23])=[O:24])[CH:14]=1)=[O:11]. Reactant: [CH3:1][S:2]([NH:5][C:6]1[CH:27]=[CH:26][C:9]([C:10]([NH:12][C:13]2[CH:18]=[CH:17][C:16]([O:19]C)=[C:15]([NH:21][S:22]([CH3:25])(=[O:24])=[O:23])[CH:14]=2)=[O:11])=[CH:8][C:7]=1[O:28]C)(=[O:4])=[O:3].B(Br)(Br)Br.CO.